From a dataset of Reaction yield outcomes from USPTO patents with 853,638 reactions. Predict the reaction yield, written as a fraction of the theoretical maximum amount of product (1.0 means a 100% yield; for example, 0.34 means a 34% yield). (1) The reactants are [Cl:1][C:2]1[C:3]([NH:8][C@@H:9]2[CH2:14][CH2:13][CH2:12][N:11]([C:15]([O:17][C:18]([CH3:21])([CH3:20])[CH3:19])=[O:16])[CH2:10]2)=[N:4][CH:5]=[CH:6][CH:7]=1.[CH3:22][C:23]1[CH:24]=[C:25]2[N:31]=[N:30][N:29]([C:32]3[CH:33]=[CH:34][C:35]([C:38](O)=[O:39])=[N:36][CH:37]=3)[C:26]2=[N:27][CH:28]=1. No catalyst specified. The product is [Cl:1][C:2]1[C:3]([N:8]([C:38]([C:35]2[CH:34]=[CH:33][C:32]([N:29]3[C:26]4=[N:27][CH:28]=[C:23]([CH3:22])[CH:24]=[C:25]4[N:31]=[N:30]3)=[CH:37][N:36]=2)=[O:39])[C@@H:9]2[CH2:14][CH2:13][CH2:12][N:11]([C:15]([O:17][C:18]([CH3:21])([CH3:20])[CH3:19])=[O:16])[CH2:10]2)=[N:4][CH:5]=[CH:6][CH:7]=1. The yield is 0.430. (2) The reactants are [OH:1][C:2]1[CH:6]=[C:5]([CH3:7])[NH:4][N:3]=1.[C:8]1([N:14]=[C:15]=[O:16])[CH:13]=[CH:12][CH:11]=[CH:10][CH:9]=1. No catalyst specified. The product is [C:8]1([NH:14][C:15]([N:4]2[C:5]([CH3:7])=[CH:6][C:2]([OH:1])=[N:3]2)=[O:16])[CH:13]=[CH:12][CH:11]=[CH:10][CH:9]=1. The yield is 0.189. (3) The reactants are [CH3:1][C:2]([CH3:7])=[CH:3][C:4](O)=[O:5].O=S(Cl)Cl.[NH2:12][C:13]1[CH:18]=[CH:17][CH:16]=[CH:15][CH:14]=1.CCN(CC)CC. No catalyst specified. The product is [C:13]1([NH:12][C:4](=[O:5])[CH:3]=[C:2]([CH3:7])[CH3:1])[CH:18]=[CH:17][CH:16]=[CH:15][CH:14]=1. The yield is 0.800. (4) The reactants are [Li+].CC([N-]C(C)C)C.[CH2:9]1[CH2:13][O:12][CH2:11][CH2:10]1.[Se:14]1C=CC=[C:15]1[C:19]1[Se:20][C:21]([C:24]2[Se:25][CH:26]=[CH:27][CH:28]=2)=[CH:22][CH:23]=1.CN([CH:32]=[O:33])C. The catalyst is C(OCC)(=O)C. The product is [CH:32]([C:26]1[Se:25][C:24]([C:21]2[Se:20][C:19]([C:15]3[Se:14][C:10]([CH:11]=[O:12])=[CH:9][CH:13]=3)=[CH:23][CH:22]=2)=[CH:28][CH:27]=1)=[O:33]. The yield is 0.750. (5) The yield is 0.170. The catalyst is O.O1CCCC1.ClCCl.CN(C)C1C=CN=CC=1.C(OC(=O)C)C. The product is [CH:1]1([C:4]2[C:5]([O:15][C@@H:16]3[CH2:21][CH2:20][CH2:19][N:18]([CH2:22][C:23]4[CH:28]=[CH:27][C:26]([F:29])=[CH:25][C:24]=4[C:30]([F:33])([F:32])[F:31])[CH2:17]3)=[CH:6][C:7]([F:14])=[C:8]([CH:13]=2)[C:9]([NH:85][S:82]([CH3:81])(=[O:84])=[O:83])=[O:10])[CH2:3][CH2:2]1. The reactants are [CH:1]1([C:4]2[C:5]([O:15][C@@H:16]3[CH2:21][CH2:20][CH2:19][N:18]([CH2:22][C:23]4[CH:28]=[CH:27][C:26]([F:29])=[CH:25][C:24]=4[C:30]([F:33])([F:32])[F:31])[CH2:17]3)=[CH:6][C:7]([F:14])=[C:8]([CH:13]=2)[C:9](OC)=[O:10])[CH2:3][CH2:2]1.[OH-].[Li+].Cl.C1(C2C(O[C@@H]3CCCN(CC4C=CC(F)=CC=4C(F)(F)F)C3)=CC(F)=C(C=2)C(O)=O)CC1.Cl.C(N=C=NCCCN(C)C)C.[CH3:81][S:82]([NH2:85])(=[O:84])=[O:83]. (6) The reactants are [NH2:1][CH2:2][CH:3]1[CH2:8][CH2:7][N:6]([S:9]([C:12]2[C:21]3[C:16](=[CH:17][CH:18]=[CH:19][CH:20]=3)[CH:15]=[CH:14][CH:13]=2)(=[O:11])=[O:10])[CH2:5][CH2:4]1.[CH3:22]/[C:23](=[CH:26]\[C:27]1[CH:32]=[CH:31][CH:30]=[CH:29][CH:28]=1)/[CH:24]=O.C(O)(=O)C.C(O[BH-](OC(=O)C)OC(=O)C)(=O)C.[Na+].C(=O)(O)[O-].[Na+]. The catalyst is CCCCCC.C(OCC)(=O)C.ClCCCl. The product is [CH3:22]/[C:23](=[CH:26]\[C:27]1[CH:32]=[CH:31][CH:30]=[CH:29][CH:28]=1)/[CH2:24][NH:1][CH2:2][CH:3]1[CH2:8][CH2:7][N:6]([S:9]([C:12]2[C:21]3[C:16](=[CH:17][CH:18]=[CH:19][CH:20]=3)[CH:15]=[CH:14][CH:13]=2)(=[O:11])=[O:10])[CH2:5][CH2:4]1. The yield is 0.860. (7) The reactants are [CH2:1]([N:6]1[C:14]2[N:13]=[CH:12][NH:11][C:10]=2[C:9](=[O:15])[NH:8]/[C:7]/1=[N:16]\[NH2:17])[CH2:2][CH2:3][CH2:4][CH3:5].O=[CH:19][CH2:20][CH2:21][NH:22][C:23](=[O:32])[O:24][CH2:25][C:26]1[CH:31]=[CH:30][CH:29]=[CH:28][CH:27]=1. The catalyst is C(O)C. The product is [O:15]=[C:9]1[NH:8]/[C:7](=[N:16]\[N:17]=[CH:19]/[CH2:20][CH2:21][NH:22][C:23](=[O:32])[O:24][CH2:25][C:26]2[CH:31]=[CH:30][CH:29]=[CH:28][CH:27]=2)/[N:6]([CH2:1][CH2:2][CH2:3][CH2:4][CH3:5])[C:14]2[N:13]=[CH:12][NH:11][C:10]1=2. The yield is 0.580.